This data is from Peptide-MHC class II binding affinity with 134,281 pairs from IEDB. The task is: Regression. Given a peptide amino acid sequence and an MHC pseudo amino acid sequence, predict their binding affinity value. This is MHC class II binding data. (1) The MHC is HLA-DPA10201-DPB10501 with pseudo-sequence HLA-DPA10201-DPB10501. The peptide sequence is EKKDFAATQFEPLAA. The binding affinity (normalized) is 0.672. (2) The peptide sequence is AFKVAATAANAAMAN. The MHC is HLA-DPA10201-DPB11401 with pseudo-sequence HLA-DPA10201-DPB11401. The binding affinity (normalized) is 0.787. (3) The peptide sequence is DVTITAPGDSPNTDG. The MHC is DRB1_0301 with pseudo-sequence DRB1_0301. The binding affinity (normalized) is 0.0693. (4) The peptide sequence is AKFTCAKSMSLFEVD. The MHC is DRB4_0101 with pseudo-sequence DRB4_0103. The binding affinity (normalized) is 0.284. (5) The peptide sequence is LIINWLQEALSSASL. The MHC is HLA-DQA10501-DQB10301 with pseudo-sequence HLA-DQA10501-DQB10301. The binding affinity (normalized) is 0.541. (6) The peptide sequence is CLSGDGWPYIGSRSQ. The MHC is DRB1_0101 with pseudo-sequence DRB1_0101. The binding affinity (normalized) is 0.119. (7) The peptide sequence is KRLWKMLDPRQGLAV. The MHC is H-2-IEd with pseudo-sequence H-2-IEd. The binding affinity (normalized) is 0.193.